This data is from Forward reaction prediction with 1.9M reactions from USPTO patents (1976-2016). The task is: Predict the product of the given reaction. (1) The product is: [Br:13][C:5]1[CH:6]=[CH:7][C:8]([O:10][CH2:11][CH3:12])=[CH:9][C:4]=1[C:3]([OH:14])=[O:2]. Given the reactants C[O:2][C:3](=[O:14])[C:4]1[CH:9]=[C:8]([O:10][CH2:11][CH3:12])[CH:7]=[CH:6][C:5]=1[Br:13].[OH-].[Na+], predict the reaction product. (2) Given the reactants C([O:3][C:4]([C:6]1[C:11]([Cl:12])=[CH:10][C:9](=[O:13])[N:8]([CH3:14])[CH:7]=1)=[O:5])C.C1COCC1.[Li+].[OH-].Cl, predict the reaction product. The product is: [Cl:12][C:11]1[C:6]([C:4]([OH:5])=[O:3])=[CH:7][N:8]([CH3:14])[C:9](=[O:13])[CH:10]=1. (3) Given the reactants [Br:1]Br.[C:3]1([C:9]2[C:23]3[C:22]4[C:24]5[C:18]([CH:19]=[CH:20][CH:21]=4)=[CH:17][CH:16]=[CH:15][C:14]=5[C:13]=3[C:12]([C:25]3[CH:30]=[CH:29][CH:28]=[CH:27][CH:26]=3)=[C:11]3[C:31](=[O:38])[N:32]([CH2:35][CH2:36][CH3:37])[C:33](=[O:34])[C:10]=23)[CH:8]=[CH:7][CH:6]=[CH:5][CH:4]=1.II, predict the reaction product. The product is: [Br:1][C:19]1[CH:20]=[CH:21][C:22]2=[C:24]3[C:18]=1[CH:17]=[CH:16][CH:15]=[C:14]3[C:13]1[C:12]([C:25]3[CH:30]=[CH:29][CH:28]=[CH:27][CH:26]=3)=[C:11]3[C:31](=[O:38])[N:32]([CH2:35][CH2:36][CH3:37])[C:33](=[O:34])[C:10]3=[C:9]([C:3]3[CH:8]=[CH:7][CH:6]=[CH:5][CH:4]=3)[C:23]=12. (4) Given the reactants I[C:2]1[C:10]2[C:5](=[N:6][CH:7]=[N:8][C:9]=2[NH2:11])[N:4]([CH:12]([C:14]2[CH:15]=[C:16]3[N:21]([C:22]=2[C:23]2[CH:28]=[CH:27][CH:26]=[CH:25][N:24]=2)[CH:20]=[CH:19][CH:18]=[CH:17]3)[CH3:13])[N:3]=1.[CH3:29][S:30]([NH:33][C:34]1[CH:35]=[C:36](B(O)O)[CH:37]=[CH:38][CH:39]=1)(=[O:32])=[O:31].CCO.C([O-])([O-])=O.[Na+].[Na+], predict the reaction product. The product is: [NH2:11][C:9]1[N:8]=[CH:7][N:6]=[C:5]2[N:4]([CH:12]([C:14]3[CH:15]=[C:16]4[N:21]([C:22]=3[C:23]3[CH:28]=[CH:27][CH:26]=[CH:25][N:24]=3)[CH:20]=[CH:19][CH:18]=[CH:17]4)[CH3:13])[N:3]=[C:2]([C:38]3[CH:39]=[C:34]([NH:33][S:30]([CH3:29])(=[O:31])=[O:32])[CH:35]=[CH:36][CH:37]=3)[C:10]=12.